From a dataset of Reaction yield outcomes from USPTO patents with 853,638 reactions. Predict the reaction yield, written as a fraction of the theoretical maximum amount of product (1.0 means a 100% yield; for example, 0.34 means a 34% yield). (1) The reactants are Br[C:2]1[C:3]([CH3:15])=[C:4]([CH3:14])[C:5]2[O:9][C:8]([CH3:11])([CH3:10])[CH2:7][C:6]=2[C:12]=1[CH3:13].[S:16]1[CH:20]=[CH:19][N:18]=[C:17]1[N:21]1[CH2:26][CH2:25][NH:24][CH2:23][CH2:22]1. No catalyst specified. The product is [CH3:10][C:8]1([CH3:11])[CH2:7][C:6]2[C:12]([CH3:13])=[C:2]([N:24]3[CH2:25][CH2:26][N:21]([C:17]4[S:16][CH:20]=[CH:19][N:18]=4)[CH2:22][CH2:23]3)[C:3]([CH3:15])=[C:4]([CH3:14])[C:5]=2[O:9]1. The yield is 0.360. (2) The reactants are [CH3:1][C:2]1([CH3:16])[C:6]([CH3:8])([CH3:7])[O:5][B:4]([C:9]2[CH:14]=[CH:13][C:12]([OH:15])=[CH:11][CH:10]=2)[O:3]1.[CH3:17][C:18]1([CH2:22]O)[CH2:21][O:20][CH2:19]1.C1(P(C2C=CC=CC=2)C2C=CC=CC=2)C=CC=CC=1.N(C(OC(C)C)=O)=NC(OC(C)C)=O. The catalyst is O1CCCC1. The product is [CH3:8][C:6]1([CH3:7])[C:2]([CH3:16])([CH3:1])[O:3][B:4]([C:9]2[CH:14]=[CH:13][C:12]([O:15][CH2:17][C:18]3([CH3:22])[CH2:21][O:20][CH2:19]3)=[CH:11][CH:10]=2)[O:5]1. The yield is 0.870. (3) The catalyst is CO.S(=O)(=O)(O)O. The yield is 1.00. The product is [CH3:19][O:7][C:6](=[O:8])[C:5]1[CH:9]=[CH:10][C:2]([Br:1])=[C:3]([N+:11]([O-:13])=[O:12])[CH:4]=1. The reactants are [Br:1][C:2]1[CH:10]=[CH:9][C:5]([C:6]([OH:8])=[O:7])=[CH:4][C:3]=1[N+:11]([O-:13])=[O:12].S(=O)(=O)(O)O.[C:19](OCC)(=O)C.O. (4) The reactants are I.[NH:2]1[CH2:7][CH2:6][CH2:5][N:4]=[C:3]1[NH:8][NH2:9].Cl.[C:11](Cl)(=O)[C:12]1[CH:17]=[CH:16][N:15]=[CH:14][CH:13]=1. The catalyst is N1C=CC=CC=1.C([O-])([O-])=O.[K+].[K+]. The product is [N:15]1[CH:16]=[CH:17][C:12]([C:11]2[N:4]3[CH2:5][CH2:6][CH2:7][NH:2][C:3]3=[N:8][N:9]=2)=[CH:13][CH:14]=1. The yield is 0.180. (5) The catalyst is CN(C=O)C.O. The yield is 0.310. The product is [CH2:35]([O:34][C:32](=[O:33])[CH:28]([CH2:21][C:22]1[CH:27]=[CH:26][CH:25]=[CH:24][CH:23]=1)[C:29]([NH:20][C@H:9]([C:6]1[S:7][CH:8]=[C:4]([CH2:2][CH3:3])[N:5]=1)[CH2:10][C:11]1[CH:16]=[CH:15][C:14]([N+:17]([O-:19])=[O:18])=[CH:13][CH:12]=1)=[O:30])[CH3:36]. The reactants are Br.[CH2:2]([C:4]1[N:5]=[C:6]([C@@H:9]([NH2:20])[CH2:10][C:11]2[CH:16]=[CH:15][C:14]([N+:17]([O-:19])=[O:18])=[CH:13][CH:12]=2)[S:7][CH:8]=1)[CH3:3].[CH2:21]([CH:28]([C:32]([O:34][CH2:35][CH3:36])=[O:33])[C:29](O)=[O:30])[C:22]1[CH:27]=[CH:26][CH:25]=[CH:24][CH:23]=1.ON1C2C=CC=CC=2N=N1.CN(C)CCCN=C=NCC.C(N(C(C)C)CC)(C)C. (6) The reactants are C(OC([N:11]1[C:16](=[O:17])[CH2:15][CH2:14][C:13]([NH2:19])([CH3:18])[C:12]1=[O:20])=O)C1C=CC=CC=1.[ClH:21].[H][H].O. The catalyst is C(O)C.[Pd]. The product is [ClH:21].[NH2:19][C:13]1([CH3:18])[CH2:14][CH2:15][C:16](=[O:17])[NH:11][C:12]1=[O:20]. The yield is 0.930. (7) The reactants are F[C:2]1[CH:23]=[CH:22][C:5]([CH2:6][N:7]2[C:11](=[O:12])[N:10]([C:13]3[S:17][C:16]([C:18]([OH:20])=O)=[C:15]([CH3:21])[CH:14]=3)[CH:9]=[N:8]2)=[CH:4][CH:3]=1.C(N1C(=O)N(C2SC(C(O)=O)=C(C)C=2)C=N1)C1C=CC=CC=1.[NH2:46][CH2:47][C:48]1[CH:49]=[N:50][CH:51]=[CH:52][CH:53]=1. No catalyst specified. The product is [CH2:6]([N:7]1[C:11](=[O:12])[N:10]([C:13]2[S:17][C:16]([C:18]([NH:46][CH2:47][C:48]3[CH:49]=[N:50][CH:51]=[CH:52][CH:53]=3)=[O:20])=[C:15]([CH3:21])[CH:14]=2)[CH:9]=[N:8]1)[C:5]1[CH:4]=[CH:3][CH:2]=[CH:23][CH:22]=1. The yield is 0.890.